Task: Predict the reactants needed to synthesize the given product.. Dataset: Full USPTO retrosynthesis dataset with 1.9M reactions from patents (1976-2016) (1) Given the product [F:1][C:2]1[CH:3]=[CH:4][C:5]([C:8]2[N:12](/[CH:13]=[CH:14]/[CH:15]=[O:16])[C:11]([CH:17]([CH3:18])[CH3:19])=[N:10][C:9]=2[C:20]2[CH:25]=[CH:24][N:23]=[C:22]([NH:26][C:27]3[CH:28]=[CH:29][CH:30]=[CH:31][CH:32]=3)[N:21]=2)=[CH:6][CH:7]=1.[F:1][C:2]1[CH:7]=[CH:6][C:5]([C:8]2[N:12]=[C:11]([CH:17]([CH3:19])[CH3:18])[N:10](/[CH:13]=[CH:14]/[CH:15]=[O:16])[C:9]=2[C:20]2[CH:25]=[CH:24][N:23]=[C:22]([NH:26][C:27]3[CH:32]=[CH:31][CH:30]=[CH:29][CH:28]=3)[N:21]=2)=[CH:4][CH:3]=1, predict the reactants needed to synthesize it. The reactants are: [F:1][C:2]1[CH:7]=[CH:6][C:5]([C:8]2[N:12](/[CH:13]=[CH:14]/[CH2:15][OH:16])[C:11]([CH:17]([CH3:19])[CH3:18])=[N:10][C:9]=2[C:20]2[CH:25]=[CH:24][N:23]=[C:22]([NH:26][C:27]3[CH:32]=[CH:31][CH:30]=[CH:29][CH:28]=3)[N:21]=2)=[CH:4][CH:3]=1. (2) Given the product [CH2:6]([N:7]1[CH:11]=[C:10]([NH:12][C:13]([C:15]2[C:23]3[CH2:22][C:20]([CH3:21])([CH3:24])[CH2:19][C:18]=3[NH:17][N:16]=2)=[O:14])[CH:9]=[N:8]1)[C:5]1[CH:29]=[CH:30][CH:31]=[CH:3][CH:4]=1, predict the reactants needed to synthesize it. The reactants are: C([C:3]1[CH:4]=[C:5]([CH:29]=[CH:30][CH:31]=1)[CH2:6][N:7]1[CH:11]=[C:10]([NH:12][C:13]([C:15]2[C:23]3[CH2:22][CH2:21][CH:20]([C:24]4C=NNC=4)[CH2:19][C:18]=3[NH:17][N:16]=2)=[O:14])[CH:9]=[N:8]1)#N.CC1(C)CC2N(COCC[Si](C)(C)C)N=C(C(O)=O)C=2C1.NC1C=NN(CC2C=C(C=CC=2)C#N)C=1.C(N1C=C(N)C=N1)C1C=CC=CC=1. (3) Given the product [CH2:24]([N:14]1[C:8]2[CH:9]=[C:10]([N+:11]([O-:13])=[O:12])[C:5]3[N:6]([C:2]([CH3:1])=[N:3][N:4]=3)[C:7]=2[CH:16]=[C:15]1[CH3:17])[C:25]1[CH:30]=[CH:29][CH:28]=[CH:27][CH:26]=1, predict the reactants needed to synthesize it. The reactants are: [CH3:1][C:2]1[N:6]2[C:7]3[CH:16]=[C:15]([CH3:17])[NH:14][C:8]=3[CH:9]=[C:10]([N+:11]([O-:13])=[O:12])[C:5]2=[N:4][N:3]=1.C([O-])([O-])=O.[Cs+].[Cs+].[CH2:24](Br)[C:25]1[CH:30]=[CH:29][CH:28]=[CH:27][CH:26]=1.O. (4) Given the product [CH3:1][O:2][C:3](=[O:20])[CH2:4][CH2:5][CH2:6][CH2:7][C:8]1[O:9][CH:10]=[C:11]([C:13]2[CH:18]=[CH:17][CH:16]=[CH:15][C:14]=2[NH:19][S:28]([CH3:27])(=[O:30])=[O:29])[N:12]=1, predict the reactants needed to synthesize it. The reactants are: [CH3:1][O:2][C:3](=[O:20])[CH2:4][CH2:5][CH2:6][CH2:7][C:8]1[O:9][CH:10]=[C:11]([C:13]2[CH:18]=[CH:17][CH:16]=[CH:15][C:14]=2[NH2:19])[N:12]=1.N1C=CC=CC=1.[CH3:27][S:28](Cl)(=[O:30])=[O:29]. (5) Given the product [NH2:49][C:47]1[CH:46]=[CH:45][C:27]([O:28][C:29]2[CH:34]=[CH:33][N:32]=[C:31]3[CH:35]=[C:36]([C:38]([N:40]([CH3:44])[N:41]([CH3:42])[CH3:43])=[O:39])[S:37][C:30]=23)=[C:26]([F:25])[CH:48]=1, predict the reactants needed to synthesize it. The reactants are: NC1C=CC(OC2C=CN=C3C=C(C(NN(C)C)=O)SC=23)=C(F)C=1.[F:25][C:26]1[CH:48]=[C:47]([N+:49]([O-])=O)[CH:46]=[CH:45][C:27]=1[O:28][C:29]1[CH:34]=[CH:33][N:32]=[C:31]2[CH:35]=[C:36]([C:38]([N:40]([CH3:44])[N:41]([CH3:43])[CH3:42])=[O:39])[S:37][C:30]=12. (6) Given the product [O:32]1[C:36]2[CH:37]=[CH:38][CH:39]=[CH:40][C:35]=2[CH:34]=[C:33]1[C:2]1[CH:23]=[CH:22][C:5]([C:6]([NH:8][S:9]([C:12]2[CH:17]=[CH:16][CH:15]=[CH:14][C:13]=2[S:18](=[O:20])(=[O:21])[NH2:19])(=[O:10])=[O:11])=[O:7])=[CH:4][C:3]=1[O:24][CH2:25][CH2:26][C:27]([O:30][CH3:31])([CH3:29])[CH3:28], predict the reactants needed to synthesize it. The reactants are: Br[C:2]1[CH:23]=[CH:22][C:5]([C:6]([NH:8][S:9]([C:12]2[CH:17]=[CH:16][CH:15]=[CH:14][C:13]=2[S:18](=[O:21])(=[O:20])[NH2:19])(=[O:11])=[O:10])=[O:7])=[CH:4][C:3]=1[O:24][CH2:25][CH2:26][C:27]([O:30][CH3:31])([CH3:29])[CH3:28].[O:32]1[C:36]2[CH:37]=[CH:38][CH:39]=[CH:40][C:35]=2[CH:34]=[C:33]1B(O)O.C(=O)([O-])[O-].[Na+].[Na+].